This data is from Experimentally validated miRNA-target interactions with 360,000+ pairs, plus equal number of negative samples. The task is: Binary Classification. Given a miRNA mature sequence and a target amino acid sequence, predict their likelihood of interaction. (1) The miRNA is hsa-miR-29c-3p with sequence UAGCACCAUUUGAAAUCGGUUA. The protein sequence of the target gene is MAAAAAATAAAAASIRERQTVALKRMLNFNVPHIKNSTGEPVWKVLIYDRFGQDIISPLLSVKELRDMGITLHLLLHSDRDPIPDVPAVYFVMPTEENIDRMCQDLRNQLYESYYLNFISAISRSKLEDIANAALAASAVTQVAKVFDQYLNFITLEDDMFVLCNQNKELVSYRAINRPDITDTEMETVMDTIVDSLFCFFVTLGAVPIIRCSRGTAAEMVAVKLDKKLRENLRDARNSLFTGDTLGAGQFSFQRPLLVLVDRNIDLATPLHHTWTYQALVHDVLDFHLNRVNLEESSGV.... Result: 0 (no interaction). (2) The miRNA is hsa-miR-1247-3p with sequence CCCCGGGAACGUCGAGACUGGAGC. The protein sequence of the target gene is MAAAADERSPEDGEDEEEEEQLVLVELSGIIDSDFLSKCENKCKVLGIDTERPILQVDSCVFAGEYEDTLGTCVIFEENVEHADTEGNNKTVLKYKCHTMKKLSMTRTLLTEKKEGEENIGGVEWLQIKDNDFSYRPNMICNFLHENEDEEVVASAPDKSLELEEEEIQMNDSSNLSCEQEKPMHLEIEDSGPLIDIPSETEGSVFMETQMLP. Result: 1 (interaction).